Dataset: CYP1A2 inhibition data for predicting drug metabolism from PubChem BioAssay. Task: Regression/Classification. Given a drug SMILES string, predict its absorption, distribution, metabolism, or excretion properties. Task type varies by dataset: regression for continuous measurements (e.g., permeability, clearance, half-life) or binary classification for categorical outcomes (e.g., BBB penetration, CYP inhibition). Dataset: cyp1a2_veith. (1) The drug is CCOC(=O)C(C)Sc1ncc(OC)c(Sc2ccc(Cl)cc2)n1. The result is 1 (inhibitor). (2) The drug is COc1ccc(S(N)(=O)=O)cc1C(=O)NCCCN1CCN(c2ccc(C)cc2)CC1. The result is 0 (non-inhibitor). (3) The molecule is O=C(O)C[C@H](Cc1ccc2c(c1)OCO2)C(=O)O. The result is 0 (non-inhibitor). (4) The molecule is COC(=O)C/C=C\[C@@H](C)[C@@H](/C=N\OC[C@@H](O)[C@H]1O[C@H]2OC(C)(C)O[C@H]2[C@@H]1O)OC. The result is 0 (non-inhibitor). (5) The molecule is COC(=O)C1=C(NC(=O)c2ccc(C)cc2)CCS1. The result is 1 (inhibitor). (6) The compound is Cc1nnc(-c2cccc(Br)c2)c2cn(-c3ccccc3Cl)nc12. The result is 1 (inhibitor). (7) The compound is CC(C)Oc1ccc(N2CC(C(=O)OCC(=O)NCc3ccccc3)CC2=O)cc1. The result is 0 (non-inhibitor).